The task is: Predict the reactants needed to synthesize the given product.. This data is from Full USPTO retrosynthesis dataset with 1.9M reactions from patents (1976-2016). (1) Given the product [Cl:18][CH2:19][C:20]([NH:1][C:2]1[C:11]2[C:6](=[CH:7][CH:8]=[C:9]([OH:12])[CH:10]=2)[CH:5]=[CH:4][CH:3]=1)=[O:21], predict the reactants needed to synthesize it. The reactants are: [NH2:1][C:2]1[CH:3]=[CH:4][CH:5]=[C:6]2[C:11]=1[CH:10]=[C:9]([OH:12])[CH:8]=[CH:7]2.C([O-])(O)=O.[Na+].[Cl:18][CH2:19][C:20](Cl)=[O:21]. (2) Given the product [C:3]1([Li:24])[C:4]2[C:5]3[C:10](=[CH:9][CH:8]=[CH:7][CH:6]=3)[C:11]3[C:16](=[CH:15][CH:14]=[CH:13][CH:12]=3)[C:17]=2[CH:18]=[CH:19][CH:2]=1, predict the reactants needed to synthesize it. The reactants are: Br[C:2]1[CH:19]=[CH:18][C:17]2[C:16]3[C:11](=[CH:12][CH:13]=[CH:14][CH:15]=3)[C:10]3[C:5](=[CH:6][CH:7]=[CH:8][CH:9]=3)[C:4]=2[CH:3]=1.C([Li:24])CCC.CCCCCC. (3) Given the product [ClH:1].[ClH:1].[NH2:43][C@H:40]1[CH2:41][CH2:42][N:38]([CH2:36][CH:35]([C:29]2([OH:28])[CH2:34][CH2:33][CH2:32][CH2:31][CH2:30]2)[C:51]2[C:60]3[C:55](=[CH:56][CH:57]=[CH:58][CH:59]=3)[CH:54]=[CH:53][CH:52]=2)[CH2:39]1, predict the reactants needed to synthesize it. The reactants are: [ClH:1].Cl.N[C@H]1CCN(C2CCCCC2(C(C2C3C(=CC=CC=3)C=CC=2)C)O)C1.[OH:28][C:29]1([CH:35]([C:51]2[C:60]3[C:55](=[CH:56][CH:57]=[CH:58][CH:59]=3)[CH:54]=[CH:53][CH:52]=2)[C:36]([N:38]2[CH2:42][CH2:41][C@H:40]([NH:43]C(=O)OC(C)(C)C)[CH2:39]2)=O)[CH2:34][CH2:33][CH2:32][CH2:31][CH2:30]1. (4) Given the product [NH2:1][C:2]1[CH:10]=[CH:9][C:5]([C:6]([NH:16][CH:17]2[CH2:22][CH2:21][N:20]([CH3:23])[CH2:19][CH2:18]2)=[O:8])=[CH:4][C:3]=1[O:11][C:12]([F:15])([F:14])[F:13], predict the reactants needed to synthesize it. The reactants are: [NH2:1][C:2]1[CH:10]=[CH:9][C:5]([C:6]([OH:8])=O)=[CH:4][C:3]=1[O:11][C:12]([F:15])([F:14])[F:13].[NH2:16][CH:17]1[CH2:22][CH2:21][N:20]([CH3:23])[CH2:19][CH2:18]1.